This data is from HIV replication inhibition screening data with 41,000+ compounds from the AIDS Antiviral Screen. The task is: Binary Classification. Given a drug SMILES string, predict its activity (active/inactive) in a high-throughput screening assay against a specified biological target. (1) The compound is CCOC(=O)c1c(C)cc(=O)n2c1[nH]c1ccccc12. The result is 0 (inactive). (2) The compound is CCOP(=O)(OCC)C(C#N)=Cc1cccc(OC)c1. The result is 0 (inactive).